This data is from Catalyst prediction with 721,799 reactions and 888 catalyst types from USPTO. The task is: Predict which catalyst facilitates the given reaction. (1) Reactant: C[N:2](/[CH:4]=[C:5]1/[CH2:6][N:7]([C:11]([O:13][C:14]([CH3:17])([CH3:16])[CH3:15])=[O:12])[CH2:8][C:9]/1=[O:10])C.O.[NH2:19]N. Product: [OH:10][C:9]12[CH2:8][N:7]([C:11]([O:13][C:14]([CH3:17])([CH3:16])[CH3:15])=[O:12])[CH2:6][CH:5]1[CH:4]=[N:2][NH:19]2. The catalyst class is: 11. (2) Reactant: [N:1]1[C:6]2[NH:7][C:8]3[C:13]([C:5]=2[CH:4]=[CH:3][CH:2]=1)=[CH:12][C:11]([C:14](OC)=[O:15])=[CH:10][CH:9]=3.[H-].[Al+3].[Li+].[H-].[H-].[H-].CCOCC.O. Product: [N:1]1[C:6]2[NH:7][C:8]3[C:13]([C:5]=2[CH:4]=[CH:3][CH:2]=1)=[CH:12][C:11]([CH2:14][OH:15])=[CH:10][CH:9]=3. The catalyst class is: 1. (3) Reactant: [C:1]1([S:7]([N:10]2[CH:14]=[C:13]([CH:15]=[CH:16][CH2:17][CH2:18][CH2:19][CH2:20][CH2:21][CH3:22])[C:12]([C:23]3[CH:24]=[N:25][CH:26]=[CH:27][CH:28]=3)=[N:11]2)(=[O:9])=[O:8])[CH:6]=[CH:5][CH:4]=[CH:3][CH:2]=1.[OH-].[K+].NN.O. Product: [CH:15]([C:13]1[C:12]([C:23]2[CH:24]=[N:25][CH:26]=[CH:27][CH:28]=2)=[N:11][NH:10][CH:14]=1)=[CH:16][CH2:17][CH2:18][CH2:19][CH2:20][CH2:21][CH3:22].[C:1]1([S:7]([N:10]2[CH:14]=[C:13]([CH:15]=[CH:16][CH2:17][CH2:18][CH2:19][CH2:20][CH2:21][CH3:22])[C:12]([C:23]3[CH:24]=[N:25][CH:26]=[CH:27][CH:28]=3)=[N:11]2)(=[O:8])=[O:9])[CH:6]=[CH:5][CH:4]=[CH:3][CH:2]=1. The catalyst class is: 831. (4) Reactant: [C@H:1]12[CH2:7][C@H:4]([CH2:5][CH2:6]1)[CH2:3][C@H:2]2[NH:8][C:9]1[N:14]=[C:13]([C:15]([F:18])([F:17])[F:16])[C:12]([CH2:19][Cl:20])=[CH:11][N:10]=1.[NH:21]1[CH2:26][CH2:25][O:24][CH2:23][CH2:22]1. Product: [ClH:20].[C@H:1]12[CH2:7][C@H:4]([CH2:5][CH2:6]1)[CH2:3][C@H:2]2[NH:8][C:9]1[N:14]=[C:13]([C:15]([F:18])([F:17])[F:16])[C:12]([CH2:19][N:21]2[CH2:26][CH2:25][O:24][CH2:23][CH2:22]2)=[CH:11][N:10]=1. The catalyst class is: 9. (5) Product: [CH3:1][C:2]1[CH:29]=[CH:28][CH:27]=[CH:26][C:3]=1[CH2:4][N:5]([CH2:18][C:19]1[CH:24]=[CH:23][CH:22]=[CH:21][C:20]=1[CH3:25])[C@@H:6]([CH2:9][C:10]1[CH:11]=[C:12]([F:17])[CH:13]=[C:14]([F:16])[CH:15]=1)[CH:7]=[O:8]. The catalyst class is: 148. Reactant: [CH3:1][C:2]1[CH:29]=[CH:28][CH:27]=[CH:26][C:3]=1[CH2:4][N:5]([CH2:18][C:19]1[CH:24]=[CH:23][CH:22]=[CH:21][C:20]=1[CH3:25])[C@@H:6]([CH2:9][C:10]1[CH:15]=[C:14]([F:16])[CH:13]=[C:12]([F:17])[CH:11]=1)[CH2:7][OH:8].C(N(CC)CC)C.O. (6) Reactant: Br[C:2]1[CH:7]=[CH:6][N:5]=[C:4]([CH2:8][C:9]([NH:11][C:12]2[N:17]=[N:16][C:15]([CH2:18][CH2:19][CH2:20][CH2:21][N:22]3[CH:26]=[C:25]([C:27]([NH:29][CH3:30])=[O:28])[N:24]=[N:23]3)=[CH:14][CH:13]=2)=[O:10])[CH:3]=1.[F:31][C:32]([F:43])([F:42])[C:33]1[CH:38]=[CH:37][CH:36]=[CH:35][C:34]=1B(O)O.C([O-])([O-])=O.[Cs+].[Cs+]. Product: [CH3:30][NH:29][C:27]([C:25]1[N:24]=[N:23][N:22]([CH2:21][CH2:20][CH2:19][CH2:18][C:15]2[N:16]=[N:17][C:12]([NH:11][C:9](=[O:10])[CH2:8][C:4]3[CH:3]=[C:2]([C:34]4[CH:35]=[CH:36][CH:37]=[CH:38][C:33]=4[C:32]([F:43])([F:42])[F:31])[CH:7]=[CH:6][N:5]=3)=[CH:13][CH:14]=2)[CH:26]=1)=[O:28]. The catalyst class is: 70. (7) Reactant: [C:1]([O:5][C:6]([N:8]1[CH2:13][CH2:12][CH:11]([OH:14])[CH2:10][CH2:9]1)=[O:7])([CH3:4])([CH3:3])[CH3:2].[H-].[Na+].[CH3:17]I. Product: [C:1]([O:5][C:6]([N:8]1[CH2:13][CH2:12][CH:11]([O:14][CH3:17])[CH2:10][CH2:9]1)=[O:7])([CH3:4])([CH3:2])[CH3:3]. The catalyst class is: 9.